The task is: Regression. Given two drug SMILES strings and cell line genomic features, predict the synergy score measuring deviation from expected non-interaction effect.. This data is from NCI-60 drug combinations with 297,098 pairs across 59 cell lines. (1) Drug 1: CC(C)(C#N)C1=CC(=CC(=C1)CN2C=NC=N2)C(C)(C)C#N. Drug 2: CC1C(C(CC(O1)OC2CC(CC3=C2C(=C4C(=C3O)C(=O)C5=C(C4=O)C(=CC=C5)OC)O)(C(=O)CO)O)N)O.Cl. Cell line: HT29. Synergy scores: CSS=39.1, Synergy_ZIP=1.97, Synergy_Bliss=1.85, Synergy_Loewe=-0.168, Synergy_HSA=1.27. (2) Drug 2: C1CC(=O)NC(=O)C1N2C(=O)C3=CC=CC=C3C2=O. Drug 1: CC12CCC(CC1=CCC3C2CCC4(C3CC=C4C5=CN=CC=C5)C)O. Synergy scores: CSS=8.18, Synergy_ZIP=0.716, Synergy_Bliss=3.40, Synergy_Loewe=0.401, Synergy_HSA=3.16. Cell line: CCRF-CEM. (3) Drug 1: CC1C(C(CC(O1)OC2CC(OC(C2O)C)OC3=CC4=CC5=C(C(=O)C(C(C5)C(C(=O)C(C(C)O)O)OC)OC6CC(C(C(O6)C)O)OC7CC(C(C(O7)C)O)OC8CC(C(C(O8)C)O)(C)O)C(=C4C(=C3C)O)O)O)O. Drug 2: CC12CCC3C(C1CCC2O)C(CC4=C3C=CC(=C4)O)CCCCCCCCCS(=O)CCCC(C(F)(F)F)(F)F. Cell line: UO-31. Synergy scores: CSS=39.6, Synergy_ZIP=1.02, Synergy_Bliss=2.26, Synergy_Loewe=-41.6, Synergy_HSA=-0.389. (4) Drug 1: CS(=O)(=O)CCNCC1=CC=C(O1)C2=CC3=C(C=C2)N=CN=C3NC4=CC(=C(C=C4)OCC5=CC(=CC=C5)F)Cl. Drug 2: CC1CCCC2(C(O2)CC(NC(=O)CC(C(C(=O)C(C1O)C)(C)C)O)C(=CC3=CSC(=N3)C)C)C. Cell line: SK-MEL-2. Synergy scores: CSS=60.8, Synergy_ZIP=5.04, Synergy_Bliss=7.00, Synergy_Loewe=-16.6, Synergy_HSA=7.71.